From a dataset of Catalyst prediction with 721,799 reactions and 888 catalyst types from USPTO. Predict which catalyst facilitates the given reaction. (1) Reactant: Br[C:2]1[CH:7]=[C:6]([CH3:8])[CH:5]=[CH:4][C:3]=1[NH2:9].[C:10]1(B(O)O)[CH:15]=[CH:14][CH:13]=[CH:12][CH:11]=1.C(=O)([O-])[O-].[Na+].[Na+].O. Product: [C:10]1([C:2]2[CH:7]=[C:6]([CH3:8])[CH:5]=[CH:4][C:3]=2[NH2:9])[CH:15]=[CH:14][CH:13]=[CH:12][CH:11]=1. The catalyst class is: 57. (2) Reactant: [CH3:1][C:2]1([CH3:25])[CH2:11][CH2:10][C:9]2[C:4](=[C:5]([C:15]3[CH:20]=[CH:19][C:18]([C:21]([F:24])([F:23])[F:22])=[CH:17][CH:16]=3)[C:6]([CH3:14])=[C:7]([OH:13])[C:8]=2[CH3:12])[O:3]1.C1C[O:29]CC1.C(#N)C. Product: [OH:29][C:2]([CH3:25])([CH3:1])[CH2:11][CH2:10][C:9]1[C:4](=[O:3])[C:5]([C:15]2[CH:16]=[CH:17][C:18]([C:21]([F:22])([F:23])[F:24])=[CH:19][CH:20]=2)=[C:6]([CH3:14])[C:7](=[O:13])[C:8]=1[CH3:12]. The catalyst class is: 25. (3) Reactant: [O:1]1[CH2:6][CH2:5][CH2:4][CH2:3][C@H:2]1[CH2:7][OH:8].[C:9]1([CH3:19])[CH:14]=[CH:13][C:12]([S:15](Cl)(=[O:17])=[O:16])=[CH:11][CH:10]=1. Product: [CH3:19][C:9]1[CH:14]=[CH:13][C:12]([S:15]([O:8][CH2:7][C@@H:2]2[CH2:3][CH2:4][CH2:5][CH2:6][O:1]2)(=[O:17])=[O:16])=[CH:11][CH:10]=1. The catalyst class is: 17. (4) Reactant: Cl[C:2]([O:4][CH2:5][CH3:6])=[O:3].[NH2:7][C:8]1[CH:9]=[CH:10][C:11]([S:16]([CH2:19][CH3:20])(=[O:18])=[O:17])=[C:12]([CH:15]=1)[C:13]#[N:14]. Product: [NH2:14][CH2:13][C:12]1[CH:15]=[C:8]([NH:7][C:2](=[O:3])[O:4][CH2:5][CH3:6])[CH:9]=[CH:10][C:11]=1[S:16]([CH2:19][CH3:20])(=[O:17])=[O:18]. The catalyst class is: 17. (5) Reactant: [CH:1]1([C:7]([N:9]2[CH2:15][CH2:14][CH2:13][CH:12]([CH2:16][N:17]3[C:25]4[C:20](=[CH:21][C:22]([C:26]5[CH:27]=[N:28][N:29](C6CCCCO6)[CH:30]=5)=[CH:23][CH:24]=4)[CH:19]=[CH:18]3)[CH2:11][CH2:10]2)=[O:8])[CH2:6][CH2:5][CH2:4][CH2:3][CH2:2]1.C(O)(C(F)(F)F)=O.CO.ClCCl. Product: [NH:28]1[CH:27]=[C:26]([C:22]2[CH:21]=[C:20]3[C:25](=[CH:24][CH:23]=2)[N:17]([CH2:16][CH:12]2[CH2:13][CH2:14][CH2:15][N:9]([C:7]([CH:1]4[CH2:6][CH2:5][CH2:4][CH2:3][CH2:2]4)=[O:8])[CH2:10][CH2:11]2)[CH:18]=[CH:19]3)[CH:30]=[N:29]1. The catalyst class is: 4. (6) Reactant: CN(C)C([N:5]1[C:13]2[C:8](=[CH:9][C:10]([CH:14]([C:22]3[CH:27]=[CH:26][CH:25]=[CH:24][CH:23]=3)[C:15]([CH3:21])([CH3:20])[C:16]([O:18]C)=[O:17])=[CH:11][CH:12]=2)[CH:7]=[CH:6]1)=O.[OH-].[Na+].CO. Product: [NH:5]1[C:13]2[C:8](=[CH:9][C:10]([CH:14]([C:22]3[CH:23]=[CH:24][CH:25]=[CH:26][CH:27]=3)[C:15]([CH3:21])([CH3:20])[C:16]([OH:18])=[O:17])=[CH:11][CH:12]=2)[CH:7]=[CH:6]1. The catalyst class is: 16. (7) Reactant: [CH3:1][O:2][C:3]([C:5]1[CH:14]=[C:13]([OH:15])[C:12]2[C:7](=[CH:8][CH:9]=[C:10]([F:16])[CH:11]=2)[CH:6]=1)=[O:4].C(=O)([O-])[O-].[K+].[K+].[CH2:23](Br)[C:24]1[CH:29]=[CH:28][CH:27]=[CH:26][CH:25]=1. Product: [CH3:1][O:2][C:3]([C:5]1[CH:14]=[C:13]([O:15][CH2:23][C:24]2[CH:29]=[CH:28][CH:27]=[CH:26][CH:25]=2)[C:12]2[C:7](=[CH:8][CH:9]=[C:10]([F:16])[CH:11]=2)[CH:6]=1)=[O:4]. The catalyst class is: 21.